Dataset: Catalyst prediction with 721,799 reactions and 888 catalyst types from USPTO. Task: Predict which catalyst facilitates the given reaction. (1) Reactant: [C:1]([O:5][C:6]([N:8]1[CH2:34][CH2:33][C:11]2([N:15]([C:16]3[CH:21]=[CH:20][CH:19]=[CH:18][CH:17]=3)[CH2:14][N:13]([CH2:22][C:23]3[CH:24]=[C:25]([CH:29]=[CH:30][CH:31]=3)[C:26]([OH:28])=[O:27])[C:12]2=[O:32])[CH2:10][CH2:9]1)=[O:7])([CH3:4])([CH3:3])[CH3:2].C1(N=C=NC2CCCCC2)CCCCC1.O[CH2:51][CH2:52][N:53]1[CH2:58][CH2:57][O:56][CH2:55][CH2:54]1. Product: [O:56]1[CH2:57][CH2:58][N:53]([CH2:52][CH2:51][O:27][C:26]([C:25]2[CH:24]=[C:23]([CH:31]=[CH:30][CH:29]=2)[CH2:22][N:13]2[C:12](=[O:32])[C:11]3([CH2:33][CH2:34][N:8]([C:6]([O:5][C:1]([CH3:4])([CH3:2])[CH3:3])=[O:7])[CH2:9][CH2:10]3)[N:15]([C:16]3[CH:21]=[CH:20][CH:19]=[CH:18][CH:17]=3)[CH2:14]2)=[O:28])[CH2:54][CH2:55]1. The catalyst class is: 119. (2) Reactant: [F:1][C:2]([F:16])([F:15])[C:3]1[CH:4]=[C:5]([NH:9][C:10]([CH3:14])=[CH:11][C:12]#[N:13])[CH:6]=[CH:7][CH:8]=1.[CH:17]([C:19]1[CH:26]=[CH:25][C:22]([C:23]#[N:24])=[CH:21][CH:20]=1)=O.[C:27]([CH2:29][C:30]([NH2:32])=[O:31])#[N:28].N1CCCCC1. Product: [NH2:28][C:27]1[N:9]([C:5]2[CH:6]=[CH:7][CH:8]=[C:3]([C:2]([F:15])([F:16])[F:1])[CH:4]=2)[C:10]([CH3:14])=[C:11]([C:12]#[N:13])[CH:17]([C:19]2[CH:26]=[CH:25][C:22]([C:23]#[N:24])=[CH:21][CH:20]=2)[C:29]=1[C:30]([NH2:32])=[O:31]. The catalyst class is: 8. (3) Reactant: [CH2:1]([O:3][C:4]1[CH:9]=[CH:8][C:7]([S:10]([N:13]2[CH2:18][CH2:17][N:16]([CH2:19][CH2:20][OH:21])[CH2:15][CH2:14]2)(=[O:12])=[O:11])=[CH:6][C:5]=1[C:22]1[NH:23][C:24](=[O:35])[C:25]2[N:30]([CH3:31])[CH:29]=[C:28]([CH2:32][CH2:33][CH3:34])[C:26]=2[N:27]=1)[CH3:2].[C:36](OC(=O)C)(=[O:38])[CH3:37]. Product: [C:36]([O:21][CH2:20][CH2:19][N:16]1[CH2:15][CH2:14][N:13]([S:10]([C:7]2[CH:8]=[CH:9][C:4]([O:3][CH2:1][CH3:2])=[C:5]([C:22]3[NH:23][C:24](=[O:35])[C:25]4[N:30]([CH3:31])[CH:29]=[C:28]([CH2:32][CH2:33][CH3:34])[C:26]=4[N:27]=3)[CH:6]=2)(=[O:11])=[O:12])[CH2:18][CH2:17]1)(=[O:38])[CH3:37]. The catalyst class is: 377.